From a dataset of Full USPTO retrosynthesis dataset with 1.9M reactions from patents (1976-2016). Predict the reactants needed to synthesize the given product. (1) Given the product [CH3:18][C@H:19]([CH2:23][CH:24]=[CH2:25])[C:20]([O:1][CH2:2][C@H:3]([NH:10][C:11](=[O:17])[C@@H:12]([CH3:16])[CH2:13][CH:14]=[CH2:15])[C:4]1[CH:9]=[CH:8][CH:7]=[CH:6][N:5]=1)=[O:21], predict the reactants needed to synthesize it. The reactants are: [OH:1][CH2:2][C@H:3]([NH:10][C:11](=[O:17])[C@@H:12]([CH3:16])[CH2:13][CH:14]=[CH2:15])[C:4]1[CH:9]=[CH:8][CH:7]=[CH:6][N:5]=1.[CH3:18][C@H:19]([CH2:23][CH:24]=[CH2:25])[C:20](O)=[O:21].CCOC(C)=O.CCCCCC. (2) Given the product [C:25]1([CH2:24][CH2:23][CH:17]([O:6][S:3]([C:2]([F:15])([F:14])[F:1])(=[O:5])=[O:4])[C:18]([O:20][CH2:21][CH3:22])=[O:19])[CH:30]=[CH:29][CH:28]=[CH:27][CH:26]=1, predict the reactants needed to synthesize it. The reactants are: [F:1][C:2]([F:15])([F:14])[S:3]([O:6]S(C(F)(F)F)(=O)=O)(=[O:5])=[O:4].O[CH:17]([CH2:23][CH2:24][C:25]1[CH:30]=[CH:29][CH:28]=[CH:27][CH:26]=1)[C:18]([O:20][CH2:21][CH3:22])=[O:19].O.Cl. (3) Given the product [NH2:1][CH:2]1[CH2:3][CH2:4][CH:5]([NH:8][C:9]2[CH:10]=[C:11]([NH:26][C:27]3[CH:32]=[CH:31][CH:30]=[CH:29][CH:28]=3)[C:12]3[N:13]([C:15](/[CH:18]=[CH:19]/[C:20]4[CH:25]=[CH:24][N:23]=[CH:22][CH:21]=4)=[CH:16][N:17]=3)[N:14]=2)[CH2:6][CH2:7]1, predict the reactants needed to synthesize it. The reactants are: [NH2:1][C@H:2]1[CH2:7][CH2:6][C@H:5]([NH:8][C:9]2[CH:10]=[C:11]([N:26](CC3C=CC(OC)=CC=3)[C:27]3[CH:32]=[CH:31][CH:30]=[CH:29][CH:28]=3)[C:12]3[N:13]([C:15]([CH:18]=[CH:19][C:20]4[CH:25]=[CH:24][N:23]=[CH:22][CH:21]=4)=[CH:16][N:17]=3)[N:14]=2)[CH2:4][CH2:3]1.C(O)(C(F)(F)F)=O. (4) The reactants are: [NH2:1][C:2]1[CH:7]=[CH:6][CH:5]=[CH:4][CH:3]=1.[F:8][C:9]1[CH:14]=[CH:13][CH:12]=[CH:11][C:10]=1[C:15](=O)[CH:16]([CH3:22])[C:17](OCC)=[O:18]. Given the product [F:8][C:9]1[CH:14]=[CH:13][CH:12]=[CH:11][C:10]=1[C:15]1[C:16]([CH3:22])=[C:17]([OH:18])[C:7]2[C:2](=[CH:3][CH:4]=[CH:5][CH:6]=2)[N:1]=1, predict the reactants needed to synthesize it. (5) Given the product [CH3:1][O:2][C:3]1[C:7]([C:8]([O:10][CH2:11][CH3:12])=[O:9])=[CH:6][NH:5][N:4]=1, predict the reactants needed to synthesize it. The reactants are: [CH3:1][O:2][C:3]1[C:7]([C:8]([O:10][CH2:11][CH3:12])=[O:9])=[CH:6][N:5](C(OC(C)(C)C)=O)[N:4]=1.Cl.